Task: Predict the reactants needed to synthesize the given product.. Dataset: Full USPTO retrosynthesis dataset with 1.9M reactions from patents (1976-2016) Given the product [F:42][C:43]([F:48])([F:47])[C:44]([OH:46])=[O:45].[Cl:1][C:2]1[CH:7]=[CH:6][CH:5]=[CH:4][C:3]=1[N:8]1[CH:12]([C:13]2[CH:14]=[CH:15][C:16]([C:19]3[CH2:20][CH2:21][NH:22][CH2:23][CH:24]=3)=[CH:17][CH:18]=2)[CH2:11][C:10]([C:32]([C:38]([F:41])([F:39])[F:40])([C:34]([F:35])([F:36])[F:37])[OH:33])=[N:9]1, predict the reactants needed to synthesize it. The reactants are: [Cl:1][C:2]1[CH:7]=[CH:6][CH:5]=[CH:4][C:3]=1[N:8]1[CH:12]([C:13]2[CH:18]=[CH:17][C:16]([C:19]3[CH2:20][CH2:21][N:22](C(OC(C)(C)C)=O)[CH2:23][CH:24]=3)=[CH:15][CH:14]=2)[CH2:11][C:10]([C:32]([C:38]([F:41])([F:40])[F:39])([C:34]([F:37])([F:36])[F:35])[OH:33])=[N:9]1.[F:42][C:43]([F:48])([F:47])[C:44]([OH:46])=[O:45].